Dataset: Catalyst prediction with 721,799 reactions and 888 catalyst types from USPTO. Task: Predict which catalyst facilitates the given reaction. (1) Reactant: [F:1][C:2]([F:30])([F:29])[C:3]1[CH:4]=[C:5]([CH:13]([OH:28])[C:14]([NH:17][C:18](=[O:27])OCC2C=CC=CC=2)([CH3:16])[CH3:15])[CH:6]=[C:7]([C:9]([F:12])([F:11])[F:10])[CH:8]=1.[H-].[Na+].Br[CH2:34][C:35]1[CH:40]=[C:39]([C:41]([F:44])([F:43])[F:42])[CH:38]=[CH:37][C:36]=1[C:45]1[CH:46]=[C:47]([C:53]2[CH:58]=[CH:57][C:56]([C:59]([O:61]C)=[O:60])=[CH:55][C:54]=2[CH3:63])[CH:48]=[CH:49][C:50]=1[O:51][CH3:52]. Product: [F:1][C:2]([F:30])([F:29])[C:3]1[CH:4]=[C:5]([CH:13]2[O:28][C:18](=[O:27])[N:17]([CH2:34][C:35]3[CH:40]=[C:39]([C:41]([F:44])([F:43])[F:42])[CH:38]=[CH:37][C:36]=3[C:45]3[CH:46]=[C:47]([C:53]4[CH:58]=[CH:57][C:56]([C:59]([OH:61])=[O:60])=[CH:55][C:54]=4[CH3:63])[CH:48]=[CH:49][C:50]=3[O:51][CH3:52])[C:14]2([CH3:16])[CH3:15])[CH:6]=[C:7]([C:9]([F:11])([F:12])[F:10])[CH:8]=1. The catalyst class is: 1. (2) Reactant: [H-].[Na+].[NH:3]1[CH2:8][CH2:7][O:6][CH2:5][CH2:4]1.[Br:9][C:10]1[C:15](Br)=[N:14][CH:13]=[CH:12][N:11]=1. Product: [Br:9][C:10]1[N:11]=[CH:12][C:13]([N:3]2[CH2:8][CH2:7][O:6][CH2:5][CH2:4]2)=[N:14][CH:15]=1. The catalyst class is: 1. (3) The catalyst class is: 30. Reactant: [H-].[OH-].[Li+].C[O:5][C:6](=[O:39])[CH:7]([NH:12][C:13]([C:15]1[N:16]=[N:17][C:18]([N:21]2[CH2:26][CH2:25][N:24]([C:27](=[O:38])[C:28]3[CH:33]=[CH:32][CH:31]=[CH:30][C:29]=3[C:34]([F:37])([F:36])[F:35])[CH2:23][CH2:22]2)=[CH:19][CH:20]=1)=[O:14])[CH2:8][CH:9]([CH3:11])[CH3:10]. Product: [CH3:10][CH:9]([CH3:11])[CH2:8][CH:7]([NH:12][C:13]([C:15]1[N:16]=[N:17][C:18]([N:21]2[CH2:22][CH2:23][N:24]([C:27](=[O:38])[C:28]3[CH:33]=[CH:32][CH:31]=[CH:30][C:29]=3[C:34]([F:37])([F:36])[F:35])[CH2:25][CH2:26]2)=[CH:19][CH:20]=1)=[O:14])[C:6]([OH:39])=[O:5]. (4) Reactant: [NH2:1][C:2]1[CH:9]=[CH:8][C:5]([C:6]#[N:7])=[C:4]([Cl:10])[CH:3]=1.[O:11]=[C:12]1[O:16][C@@H:15]([C:17](O)=[O:18])[CH2:14][CH2:13]1.C(P1(=O)OP(CCC)(=O)OP(CCC)(=O)O1)CC.CCN(C(C)C)C(C)C. Product: [Cl:10][C:4]1[CH:3]=[C:2]([NH:1][C:17]([C@H:15]2[CH2:14][CH2:13][C:12](=[O:11])[O:16]2)=[O:18])[CH:9]=[CH:8][C:5]=1[C:6]#[N:7]. The catalyst class is: 84. (5) Reactant: [Br:1][C:2]1[CH:3]=[C:4](I)[CH:5]=[CH:6][CH:7]=1.[C:9]([C:11]1[CH:16]=[CH:15][C:14](B(O)O)=[CH:13][CH:12]=1)#[N:10].COCCOC.C(=O)([O-])[O-].[Na+].[Na+]. Product: [Br:1][C:2]1[CH:3]=[C:4]([C:14]2[CH:15]=[CH:16][C:11]([C:9]#[N:10])=[CH:12][CH:13]=2)[CH:5]=[CH:6][CH:7]=1. The catalyst class is: 103.